Dataset: Experimentally validated miRNA-target interactions with 360,000+ pairs, plus equal number of negative samples. Task: Binary Classification. Given a miRNA mature sequence and a target amino acid sequence, predict their likelihood of interaction. (1) The miRNA is hsa-miR-151b with sequence UCGAGGAGCUCACAGUCU. The protein sequence of the target gene is MTTGDCCHLPGSLCDCSGSPAFSKVVEATGLGPPQYVAQVTSRDGRLLSTVIRALDTPSDGPFCRICHEGANGECLLSPCGCTGTLGAVHKSCLEKWLSSSNTSYCELCHTEFAVEKRPRPLTEWLKDPGPRTEKRTLCCDMVCFLFITPLAAISGWLCLRGAQDHLRLHSQLEAVGLIALTIALFTIYVLWTLVSFRYHCQLYSEWRKTNQKVRLKIREADSPEGPQHSPLAAGLLKKVAEETPV. Result: 0 (no interaction). (2) The miRNA is hsa-miR-382-5p with sequence GAAGUUGUUCGUGGUGGAUUCG. The protein sequence of the target gene is METLNGPAGGGAPDAKLQPPGQHHRHHHLHPVAERRRLHRAPSPARPFLKDLHARPAAPGPAVPSSGRAPAPAAPRSPNLAGKAPPSPGSLAAPGRLSRRSGGVPGAKDKPPPGAGARAAGGAKAALGSRRAARVAPAEPLSRAGKPPGAEPPSAAAKGRKAKRGSRAPPARTVGPPTPAARIPAVTLAVTSVAGSPARCSRISHTDSSSDLSDCPSEPLSDEQRLLPAASSDAESGTGSSDREPPRGAPTPSPAARGAPPGSPEPPALLAAPLAAGACPGGRSIPSGVSGGFAGPGVAE.... Result: 1 (interaction). (3) The miRNA is hsa-miR-151a-5p with sequence UCGAGGAGCUCACAGUCUAGU. The protein sequence of the target gene is MGMSKSRGCFGYPLSIFFIVVNEFCERFSYYGMRALLVLYFRNFLGWDDNLSTAIYHTFVALCYLTPILGALIADSWLGKFKTIVSLSIVYTIGQAVISVSSINDLTDHDHNGSPDSLPVHVALSMVGLALIALGTGGIKPCVSAFGGDQFEEGQEKQRNRFFSIFYLAINGGSLLSTIITPILRVQQCGIHSQQACYPLAFGVPAALMAVALIVFVLGSGMYKKFQPQGNIMGKVAKCIGFAIKNRFRHRSKAYPKREHWLDWAKEKYDERLISQIKMVTKVMFLYIPLPMFWALFDQQ.... Result: 0 (no interaction). (4) The miRNA is hsa-miR-548ay-5p with sequence AAAAGUAAUUGUGGUUUUUGC. The protein sequence of the target gene is MASQQDSGFFEISIKYLLKSWSNTSPVGNGYIKPPVPPASGTHREKGPPTMLPINVDPDSKPGEYVLKSLFVNFTTQAERKIRIIMAEPLEKPLTKSLQRGEDPQFDQVISSMSSLSEYCLPSILRTLFDWYKRQNGIEDESHEYRPRTSNKSKSDEQQRDYLMERRDLAIDFIFSLVLIEVLKQIPLHPVIDSLIHDVINLAFKHFKYKEGYLGPNTGNMHIVADLYAEVIGVLAQAKFPAVKKKFMAELKELRHKEQNPYVVQSIISLIMGMKFFRIKMYPVEDFEASLQFMQECAHY.... Result: 1 (interaction). (5) The miRNA is hsa-miR-548i with sequence AAAAGUAAUUGCGGAUUUUGCC. The protein sequence of the target gene is MAYPGYGGAFGNFSGQIPGMQMQMGQPMPGAGPNMFSGGYPGYLGYSDSYSPADDSMWTYFTAVAGQDGEVDAEELQRCLTQSGISGTYAPFSLETCRIMIAMLDRDYTGKMGFNEFKELWAALNAWKQNFMTIDQDQSGTVEHHELSQAIALMGYRLSPQTLAAIVRRYSKNGRIFFDDYVACCVKLRALTDFFRRRDHLQQGIVNFMYEDFLQGTMTI. Result: 0 (no interaction).